Dataset: Reaction yield outcomes from USPTO patents with 853,638 reactions. Task: Predict the reaction yield, written as a fraction of the theoretical maximum amount of product (1.0 means a 100% yield; for example, 0.34 means a 34% yield). The reactants are Cl[CH2:2][C:3]1[N:4]=[C:5]([C:9]2[CH:10]=[C:11]([CH:16]=[CH:17][CH:18]=2)[C:12]([O:14][CH3:15])=[O:13])[O:6][C:7]=1[CH3:8].C(=O)([O-])[O-].[K+].[K+].[O:25]=[CH:26][C:27]1[CH:35]=[CH:34][C:32]([OH:33])=[C:29]([O:30][CH3:31])[CH:28]=1.CN(C)C=O. The catalyst is O. The product is [CH:26]([C:27]1[CH:35]=[CH:34][C:32]([O:33][CH2:2][C:3]2[N:4]=[C:5]([C:9]3[CH:10]=[C:11]([CH:16]=[CH:17][CH:18]=3)[C:12]([O:14][CH3:15])=[O:13])[O:6][C:7]=2[CH3:8])=[C:29]([O:30][CH3:31])[CH:28]=1)=[O:25]. The yield is 0.870.